Dataset: Catalyst prediction with 721,799 reactions and 888 catalyst types from USPTO. Task: Predict which catalyst facilitates the given reaction. (1) Reactant: [Cl:1][C:2]1[CH:3]=[CH:4][C:5]([N:8]([CH2:16][CH2:17][NH:18][C@:19]23[CH2:63][CH2:62][C@@H:61]([C:64]([CH3:66])=[CH2:65])[C@@H:20]2[C@@H:21]2[C@@:34]([CH3:37])([CH2:35][CH2:36]3)[C@@:33]3([CH3:38])[C@@H:24]([C@:25]4([CH3:60])[C@@H:30]([CH2:31][CH2:32]3)[C:29]([CH3:40])([CH3:39])[C:28]([C:41]3[CH2:59][C:43]5([CH2:46][C:45]([C:53]([O:55]C(C)C)=[O:54])([C:47]([O:49]C(C)C)=[O:48])[CH2:44]5)[CH:42]=3)=[CH:27][CH2:26]4)[CH2:23][CH2:22]2)[S:9]([C:12]([F:15])([F:14])[F:13])(=[O:11])=[O:10])=[N:6][CH:7]=1.[OH-].[Na+].Cl. Product: [Cl:1][C:2]1[CH:3]=[CH:4][C:5]([N:8]([CH2:16][CH2:17][NH:18][C@:19]23[CH2:63][CH2:62][C@@H:61]([C:64]([CH3:66])=[CH2:65])[C@@H:20]2[C@@H:21]2[C@@:34]([CH3:37])([CH2:35][CH2:36]3)[C@@:33]3([CH3:38])[C@@H:24]([C@:25]4([CH3:60])[C@@H:30]([CH2:31][CH2:32]3)[C:29]([CH3:39])([CH3:40])[C:28]([C:41]3[CH2:59][C:43]5([CH2:46][C:45]([C:53]([OH:55])=[O:54])([C:47]([OH:49])=[O:48])[CH2:44]5)[CH:42]=3)=[CH:27][CH2:26]4)[CH2:23][CH2:22]2)[S:9]([C:12]([F:15])([F:14])[F:13])(=[O:11])=[O:10])=[N:6][CH:7]=1. The catalyst class is: 169. (2) Reactant: [CH3:1][C:2]1[CH:7]=[C:6]([NH:8][C:9]2[CH:14]=[C:13]([C:15]([F:18])([F:17])[F:16])[CH:12]=[CH:11][N:10]=2)[N:5]=[C:4]([C:19]2[CH:20]=[N:21][C:22]([C:25]3([OH:31])[CH2:30][CH2:29][NH:28][CH2:27][CH2:26]3)=[CH:23][CH:24]=2)[CH:3]=1.[CH:32]1[CH:33]=[CH:34][C:35]2[N:40](O)N=[N:38][C:36]=2[CH:37]=1.[CH3:42]CN(C(C)C)C(C)C.N1C2C(=CC=C([C:61](O)=[O:62])C=2)C=CC=1. Product: [CH3:1][C:2]1[CH:7]=[C:6]([NH:8][C:9]2[CH:14]=[C:13]([C:15]([F:17])([F:16])[F:18])[CH:12]=[CH:11][N:10]=2)[N:5]=[C:4]([C:19]2[CH:20]=[N:21][C:22]([C:25]3([OH:31])[CH2:30][CH2:29][N:28]([C:61]([C:35]4[N:40]=[C:42]5[NH:38][CH:36]=[CH:37][C:32]5=[CH:33][CH:34]=4)=[O:62])[CH2:27][CH2:26]3)=[CH:23][CH:24]=2)[CH:3]=1. The catalyst class is: 607. (3) Reactant: [Cl:1][C:2]1[N:7]=[CH:6][C:5]([C:8]2[C:9](=[O:34])[NH:10][C:11](=[O:33])[N:12]([CH2:14][CH2:15][CH2:16][N:17]3[CH2:22][C@H:21]4[C@:19]([C:23]5[CH:28]=[CH:27][C:26]([C:29]([F:32])([F:31])[F:30])=[CH:25][CH:24]=5)([CH2:20]4)[CH2:18]3)[CH:13]=2)=[CH:4][CH:3]=1.[ClH:35]. Product: [ClH:1].[ClH:35].[Cl:1][C:2]1[N:7]=[CH:6][C:5]([C:8]2[C:9](=[O:34])[NH:10][C:11](=[O:33])[N:12]([CH2:14][CH2:15][CH2:16][N:17]3[CH2:22][C@H:21]4[C@:19]([C:23]5[CH:28]=[CH:27][C:26]([C:29]([F:32])([F:31])[F:30])=[CH:25][CH:24]=5)([CH2:20]4)[CH2:18]3)[CH:13]=2)=[CH:4][CH:3]=1. The catalyst class is: 12. (4) Reactant: Br[C:2]1[N:7]=[C:6]([C:8]([NH2:10])=[O:9])[C:5]([NH:11][C:12]2[CH:17]=[CH:16][C:15]([N:18]3[CH2:23][CH2:22][CH:21]([N:24]4[CH2:29][CH2:28][N:27]([CH3:30])[CH2:26][CH2:25]4)[CH2:20][CH2:19]3)=[CH:14][CH:13]=2)=[N:4][C:3]=1[NH:31][C@@H:32]1[CH2:36][CH2:35][NH:34][CH2:33]1.[C:37]1(B(O)O)[CH:42]=[CH:41][CH:40]=[CH:39][CH:38]=1.CN1CCCC1=O.C(=O)([O-])[O-].[Na+].[Na+]. Product: [CH3:30][N:27]1[CH2:28][CH2:29][N:24]([CH:21]2[CH2:22][CH2:23][N:18]([C:15]3[CH:16]=[CH:17][C:12]([NH:11][C:5]4[C:6]([C:8]([NH2:10])=[O:9])=[N:7][C:2]([C:37]5[CH:42]=[CH:41][CH:40]=[CH:39][CH:38]=5)=[C:3]([NH:31][C@@H:32]5[CH2:36][CH2:35][NH:34][CH2:33]5)[N:4]=4)=[CH:13][CH:14]=3)[CH2:19][CH2:20]2)[CH2:25][CH2:26]1. The catalyst class is: 408. (5) Reactant: [NH2:1][C:2]1[S:3][C:4]2[C:10]([C:11]#[N:12])=[C:9]([O:13][C:14]3[CH:15]=[CH:16][C:17]([F:27])=[C:18]([NH:20][C:21](=[O:26])[C:22]([F:25])([F:24])[F:23])[CH:19]=3)[CH:8]=[CH:7][C:5]=2[N:6]=1.N1C=CC=CC=1.[CH:34]1([C:37](Cl)=[O:38])[CH2:36][CH2:35]1. Product: [C:11]([C:10]1[C:4]2[S:3][C:2]([NH:1][C:37]([CH:34]3[CH2:36][CH2:35]3)=[O:38])=[N:6][C:5]=2[CH:7]=[CH:8][C:9]=1[O:13][C:14]1[CH:15]=[CH:16][C:17]([F:27])=[C:18]([NH:20][C:21](=[O:26])[C:22]([F:25])([F:23])[F:24])[CH:19]=1)#[N:12]. The catalyst class is: 54.